This data is from Forward reaction prediction with 1.9M reactions from USPTO patents (1976-2016). The task is: Predict the product of the given reaction. (1) The product is: [C:22]([C:25]1[S:29][C:28]2[CH:30]=[CH:31][CH:32]=[C:33]([C:7]3[CH:8]=[C:9]([C:11]([CH3:14])([CH3:13])[CH3:12])[CH:10]=[C:5]([C:1]([CH3:4])([CH3:3])[CH3:2])[C:6]=3[O:18][CH2:19][O:20][CH3:21])[C:27]=2[CH:26]=1)(=[O:24])[CH3:23]. Given the reactants [C:1]([C:5]1[C:6]([O:18][CH2:19][O:20][CH3:21])=[C:7](B(O)O)[CH:8]=[C:9]([C:11]([CH3:14])([CH3:13])[CH3:12])[CH:10]=1)([CH3:4])([CH3:3])[CH3:2].[C:22]([C:25]1[S:29][C:28]2[CH:30]=[CH:31][CH:32]=[C:33](I)[C:27]=2[CH:26]=1)(=[O:24])[CH3:23].C(O)C.C([O-])([O-])=O.[Na+].[Na+], predict the reaction product. (2) Given the reactants Br[C:2]1[CH:3]=[C:4]2[C:8](=[CH:9][CH:10]=1)[C:7](=[O:11])[CH2:6][CH2:5]2.C([O-])([O-])=O.[Cs+].[Cs+].[NH:18]1[CH2:23][CH2:22][O:21][CH2:20][CH2:19]1.N#N, predict the reaction product. The product is: [N:18]1([C:2]2[CH:3]=[C:4]3[C:8](=[CH:9][CH:10]=2)[C:7](=[O:11])[CH2:6][CH2:5]3)[CH2:23][CH2:22][O:21][CH2:20][CH2:19]1. (3) Given the reactants C[Si](C)(C)CCOC[N:7](COCC[Si](C)(C)C)[C:8]1[N:13]2[N:14]=[CH:15][C:16]([C:17]3[CH:18]=[N:19][C:20]([C:23]4[CH:28]=[CH:27][CH:26]=[CH:25][CH:24]=4)=[CH:21][CH:22]=3)=[C:12]2[N:11]=[C:10]([CH:29]2[CH2:34][CH2:33][N:32](C(OC(C)(C)C)=O)[CH2:31][CH2:30]2)[C:9]=1[C:42]#[N:43].[C:54]([OH:60])([C:56]([F:59])([F:58])[F:57])=[O:55].O, predict the reaction product. The product is: [NH2:7][C:8]1[N:13]2[N:14]=[CH:15][C:16]([C:17]3[CH:18]=[N:19][C:20]([C:23]4[CH:24]=[CH:25][CH:26]=[CH:27][CH:28]=4)=[CH:21][CH:22]=3)=[C:12]2[N:11]=[C:10]([CH:29]2[CH2:30][CH2:31][NH:32][CH2:33][CH2:34]2)[C:9]=1[C:42]#[N:43].[C:54]([OH:60])([C:56]([F:59])([F:58])[F:57])=[O:55]. (4) The product is: [O:36]1[C:15]2[CH:14]=[CH:13][CH:18]=[CH:17][C:16]=2[CH:19]=[C:35]1[CH:26]1[CH2:25][CH2:24][CH2:23][O:22][CH:21]1[N:12]1[C:13]2[C:18](=[CH:17][C:16]([C:19]3[NH:27][N:28]=[C:29]([CH2:30][N:31]([CH3:33])[CH3:32])[N:20]=3)=[CH:15][CH:14]=2)[CH:10]=[N:11]1. Given the reactants O1C2C=CC=CC=2C=C1[C:10]1[C:18]2[C:13](=[CH:14][CH:15]=[C:16]([C:19]#[N:20])[CH:17]=2)[N:12]([CH:21]2[CH2:26][CH2:25][CH2:24][CH2:23][O:22]2)[N:11]=1.[NH2:27][NH:28][C:29](=O)[CH2:30][N:31]([CH3:33])[CH3:32].[CH3:35][O-:36].[Na+], predict the reaction product. (5) The product is: [Cl:19][C:14]1[CH:15]=[CH:16][CH:17]=[CH:18][C:13]=1[N:12]1[C:11](=[O:20])[C:10]2[C:5](=[CH:6][CH:7]=[CH:8][C:9]=2[F:21])[N:4]=[C:3]1[CH2:2][S:23][C:24]1[N:32]=[CH:31][N:30]=[C:29]2[C:25]=1[N:26]=[CH:27][NH:28]2. Given the reactants Cl[CH2:2][C:3]1[N:12]([C:13]2[CH:18]=[CH:17][CH:16]=[CH:15][C:14]=2[Cl:19])[C:11](=[O:20])[C:10]2[C:5](=[CH:6][CH:7]=[CH:8][C:9]=2[F:21])[N:4]=1.O.[SH:23][C:24]1[N:32]=[CH:31][N:30]=[C:29]2[C:25]=1[NH:26][CH:27]=[N:28]2.C([O-])([O-])=O.[K+].[K+], predict the reaction product. (6) Given the reactants [F:1][C:2]1[CH:10]=[N:9][CH:8]=[CH:7][C:3]=1[C:4]([OH:6])=O.[CH2:11]([O:18][C:19]1[CH:25]=[CH:24][CH:23]=[CH:22][C:20]=1[NH2:21])[C:12]1[CH:17]=[CH:16][CH:15]=[CH:14][CH:13]=1.CSC1C=CC=CC=1OC1C=CC=CC=1N, predict the reaction product. The product is: [CH2:11]([O:18][C:19]1[CH:25]=[CH:24][CH:23]=[CH:22][C:20]=1[NH:21][C:4](=[O:6])[C:3]1[CH:7]=[CH:8][N:9]=[CH:10][C:2]=1[F:1])[C:12]1[CH:13]=[CH:14][CH:15]=[CH:16][CH:17]=1.